Dataset: Reaction yield outcomes from USPTO patents with 853,638 reactions. Task: Predict the reaction yield, written as a fraction of the theoretical maximum amount of product (1.0 means a 100% yield; for example, 0.34 means a 34% yield). (1) The reactants are Cl[C:2]([O:4][CH2:5][C:6]1[CH:11]=[CH:10][CH:9]=[CH:8][CH:7]=1)=[O:3].[I:12][C:13]1[CH:14]=[C:15]([C:22]([N:24]([CH3:28])[CH2:25][CH2:26][CH3:27])=[O:23])[CH:16]=[C:17]([CH:21]=1)C(O)=O.C(N(CC)CC)C. The catalyst is CN(C)C1C=CN=CC=1.ClCCl. The product is [CH2:5]([O:4][C:2](=[O:3])[C:17]1[CH:21]=[C:13]([I:12])[CH:14]=[C:15]([C:22]([N:24]([CH3:28])[CH2:25][CH2:26][CH3:27])=[O:23])[CH:16]=1)[C:6]1[CH:11]=[CH:10][CH:9]=[CH:8][CH:7]=1. The yield is 0.330. (2) The reactants are C[Al](C)C.[CH:5]1([NH2:8])[CH2:7][CH2:6]1.C[O:10][C:11](=O)[C:12]1[CH:17]=[CH:16][C:15]([NH:18][CH2:19][C:20]2[C:21]([C:26]3[CH:31]=[CH:30][C:29]([F:32])=[CH:28][CH:27]=3)=[N:22][O:23][C:24]=2[CH3:25])=[N:14][CH:13]=1.C(C(C(C([O-])=O)O)O)([O-])=O.[K+].[Na+]. The catalyst is O1CCOCC1. The product is [CH:5]1([NH:8][C:11](=[O:10])[C:12]2[CH:17]=[CH:16][C:15]([NH:18][CH2:19][C:20]3[C:21]([C:26]4[CH:27]=[CH:28][C:29]([F:32])=[CH:30][CH:31]=4)=[N:22][O:23][C:24]=3[CH3:25])=[N:14][CH:13]=2)[CH2:7][CH2:6]1. The yield is 0.600. (3) The product is [C:42]([C:39]1([C:35]2[CH:34]=[C:33]([CH:38]=[CH:37][CH:36]=2)[C:32]([NH:31][C:27]2[CH:26]=[C:25]([CH:30]=[CH:29][CH:28]=2)[O:24][C:21]2[CH:22]=[CH:23][C:18]3[N:19]([CH:45]=[C:16]([NH:15][C:6]([C:4]4[N:3]=[CH:2][O:1][CH:5]=4)=[O:8])[N:17]=3)[N:20]=2)=[O:44])[CH2:40][CH2:41]1)#[N:43]. The yield is 0.690. The catalyst is O1CCCC1.CN(C)C=O.CN1CCCC1=O. The reactants are [O:1]1[CH:5]=[C:4]([C:6]([OH:8])=O)[N:3]=[CH:2]1.C(Cl)(=O)C(Cl)=O.[NH2:15][C:16]1[N:17]=[C:18]2[CH:23]=[CH:22][C:21]([O:24][C:25]3[CH:26]=[C:27]([NH:31][C:32](=[O:44])[C:33]4[CH:38]=[CH:37][CH:36]=[C:35]([C:39]5([C:42]#[N:43])[CH2:41][CH2:40]5)[CH:34]=4)[CH:28]=[CH:29][CH:30]=3)=[N:20][N:19]2[CH:45]=1.C(=O)([O-])O.[Na+].